Dataset: Forward reaction prediction with 1.9M reactions from USPTO patents (1976-2016). Task: Predict the product of the given reaction. (1) Given the reactants [N:1]12[CH2:11]CCN=[C:7]1CCCC[CH2:2]2.Cl.[NH2:13][CH2:14][C:15]1[CH:23]=[CH:22][CH:21]=[C:20]2[C:16]=1[C:17](=[O:33])[N:18]([CH:25]1[CH2:30][CH2:29][C:28](=[O:31])[NH:27][C:26]1=[O:32])[C:19]2=[O:24].ClC(Cl)([O:37]C(=O)OC(Cl)(Cl)Cl)Cl.CNC.C1COCC1, predict the reaction product. The product is: [O:32]=[C:26]1[CH:25]([N:18]2[C:17](=[O:33])[C:16]3[C:20](=[CH:21][CH:22]=[CH:23][C:15]=3[CH2:14][NH:13][C:2](=[O:37])[N:1]([CH3:11])[CH3:7])[C:19]2=[O:24])[CH2:30][CH2:29][C:28](=[O:31])[NH:27]1. (2) Given the reactants [C:1]([OH:12])(=O)/[CH:2]=[CH:3]/[CH2:4][CH2:5][CH2:6][CH2:7][CH2:8][CH2:9][CH3:10].[NH:13]1[CH2:18][CH2:17][S:16][CH2:15][CH2:14]1, predict the reaction product. The product is: [C:1]([N:13]1[CH2:18][CH2:17][S:16][CH2:15][CH2:14]1)(=[O:12])/[CH:2]=[CH:3]/[CH2:4][CH2:5][CH2:6][CH2:7][CH2:8][CH2:9][CH3:10]. (3) Given the reactants [Br:1][C:2]1[CH:3]=[CH:4][C:5]([F:19])=[C:6]([CH:8]([C:10]2[CH:15]=[CH:14][CH:13]=[C:12]([O:16][CH3:17])[C:11]=2[CH3:18])[OH:9])[CH:7]=1, predict the reaction product. The product is: [Br:1][C:2]1[CH:3]=[CH:4][C:5]([F:19])=[C:6]([C:8]([C:10]2[CH:15]=[CH:14][CH:13]=[C:12]([O:16][CH3:17])[C:11]=2[CH3:18])=[O:9])[CH:7]=1. (4) Given the reactants [CH2:1]([O:3][C:4]([C:6]1[C:15](=[O:16])[C:14]2[C:9](=[C:10]([CH:28]=O)[C:11]([N:18]3[CH2:22][CH2:21][CH2:20][CH:19]3[C:23]([O:25][CH2:26][CH3:27])=[O:24])=[C:12]([F:17])[CH:13]=2)[N:8]([CH:30]2[CH2:32][CH2:31]2)[CH:7]=1)=[O:5])[CH3:2].CCO.Cl.[NH2:37][OH:38], predict the reaction product. The product is: [CH2:1]([O:3][C:4]([C:6]1[C:15](=[O:16])[C:14]2[C:9](=[C:10]([CH:28]=[N:37][OH:38])[C:11]([N:18]3[CH2:22][CH2:21][CH2:20][CH:19]3[C:23]([O:25][CH2:26][CH3:27])=[O:24])=[C:12]([F:17])[CH:13]=2)[N:8]([CH:30]2[CH2:31][CH2:32]2)[CH:7]=1)=[O:5])[CH3:2]. (5) Given the reactants [NH2:1][C:2]1[N:7]=[CH:6][N:5]=[C:4]2[N:8]([CH2:15][C:16]3[CH:21]=[CH:20][CH:19]=[CH:18][C:17]=3[F:22])[N:9]=[C:10]([C:11](=[N:13][OH:14])[NH2:12])[C:3]=12.N1C=CC=CC=1.Cl[C:30](OCC(C)C)=[O:31].C(OCC)(=O)C, predict the reaction product. The product is: [NH2:1][C:2]1[N:7]=[CH:6][N:5]=[C:4]2[N:8]([CH2:15][C:16]3[CH:21]=[CH:20][CH:19]=[CH:18][C:17]=3[F:22])[N:9]=[C:10]([C:11]3[NH:12][C:30](=[O:31])[O:14][N:13]=3)[C:3]=12. (6) Given the reactants [NH2:1][C:2]1[N:7]=[CH:6][C:5]([C:8]2[CH:9]=[C:10]([NH2:19])[C:11]([NH:14][C:15]([CH3:18])([CH3:17])[CH3:16])=[CH:12][CH:13]=2)=[CH:4][N:3]=1.[CH3:20][C:21]1[S:22][C:23]([C:27]2[CH:34]=[CH:33][C:32]([O:35][CH3:36])=[CH:31][C:28]=2[CH:29]=O)=[C:24]([CH3:26])[N:25]=1.OOS([O-])=O.[K+].S([O-])([O-])(=O)=S.[Na+].[Na+], predict the reaction product. The product is: [C:15]([N:14]1[C:11]2[CH:12]=[CH:13][C:8]([C:5]3[CH:4]=[N:3][C:2]([NH2:1])=[N:7][CH:6]=3)=[CH:9][C:10]=2[N:19]=[C:29]1[C:28]1[CH:31]=[C:32]([O:35][CH3:36])[CH:33]=[CH:34][C:27]=1[C:23]1[S:22][C:21]([CH3:20])=[N:25][C:24]=1[CH3:26])([CH3:16])([CH3:18])[CH3:17]. (7) Given the reactants C(OC([N:8]1[CH2:29][CH2:28][N:11]2[C:12](=[O:27])[C:13]3[C:18]([C@@H:10]2[CH2:9]1)=[CH:17][C:16]([CH2:19][CH:20]([CH3:22])[CH3:21])=[CH:15][C:14]=3[C:23]([F:26])([F:25])[F:24])=O)(C)(C)C.[ClH:30], predict the reaction product. The product is: [ClH:30].[CH3:21][CH:20]([CH3:22])[CH2:19][C:16]1[CH:17]=[C:18]2[C:13]([C:12](=[O:27])[N:11]3[CH2:28][CH2:29][NH:8][CH2:9][C@H:10]32)=[C:14]([C:23]([F:25])([F:24])[F:26])[CH:15]=1. (8) Given the reactants Br[C:2]1[CH:3]=[C:4]2[C:8](=[CH:9][CH:10]=1)[NH:7][C:6](=[O:11])[CH2:5]2.C([Sn](CCCC)(CCCC)[C:17]1[O:18][CH:19]=[CH:20][CH:21]=1)CCC, predict the reaction product. The product is: [O:18]1[CH:19]=[CH:20][CH:21]=[C:17]1[C:2]1[CH:3]=[C:4]2[C:8](=[CH:9][CH:10]=1)[NH:7][C:6](=[O:11])[CH2:5]2. (9) Given the reactants Cl.N1C=CC=CC=1.C[O:9][C:10]1[CH:17]=[C:16]([N+:18]([O-:20])=[O:19])[CH:15]=[CH:14][C:11]=1[C:12]#[N:13].O, predict the reaction product. The product is: [OH:9][C:10]1[CH:17]=[C:16]([N+:18]([O-:20])=[O:19])[CH:15]=[CH:14][C:11]=1[C:12]#[N:13].